This data is from Kir2.1 potassium channel HTS with 301,493 compounds. The task is: Binary Classification. Given a drug SMILES string, predict its activity (active/inactive) in a high-throughput screening assay against a specified biological target. (1) The compound is O=C(NC1CCCCCC1)Cc1c(OC)ccc(c1)C(=O)C. The result is 0 (inactive). (2) The drug is S(=O)(=O)(NCC1CCCN(C1)C(=O)c1scnc1C)c1sccc1. The result is 0 (inactive). (3) The molecule is S(=O)(=O)(Nc1ccc(S(=O)(=O)Nc2sccn2)cc1)c1ccc(NC(=O)C)cc1. The result is 0 (inactive). (4) The molecule is s1c(C2N(N\C(C2)=C2\C(=O)C=CC=C2)C(=O)C)ccc1. The result is 0 (inactive).